From a dataset of Forward reaction prediction with 1.9M reactions from USPTO patents (1976-2016). Predict the product of the given reaction. (1) Given the reactants Cl[CH2:2][CH2:3][CH2:4][CH:5]([C:10]1[CH:15]=[C:14]([CH:16]([CH3:18])[CH3:17])[C:13]([O:19][CH3:20])=[CH:12][C:11]=1[CH3:21])[C:6]([NH:8][NH2:9])=O.[N:22]#[C:23][NH2:24].O.C1(C)C=CC(S(O)(=O)=O)=CC=1.C(N(CC)CC)C, predict the reaction product. The product is: [CH:16]([C:14]1[C:13]([O:19][CH3:20])=[CH:12][C:11]([CH3:21])=[C:10]([CH:5]2[CH2:4][CH2:3][CH2:2][N:8]3[N:9]=[C:23]([NH2:24])[N:22]=[C:6]23)[CH:15]=1)([CH3:18])[CH3:17]. (2) Given the reactants [NH2:1][C:2]1[CH:3]=[C:4]([CH:25]=[CH:26][C:27]=1[NH2:28])[C:5]([NH:7][N:8]=[C:9]([C:11]1[C:15]([OH:16])=[C:14]([C:17]2[CH:22]=[CH:21][C:20]([Cl:23])=[C:19]([Cl:24])[CH:18]=2)[S:13][CH:12]=1)[CH3:10])=[O:6].CC(C)([O-])C.[Na+].C1N=CN([C:40](N2C=NC=C2)=[S:41])C=1.Cl, predict the reaction product. The product is: [Cl:24][C:19]1[CH:18]=[C:17]([C:14]2[S:13][CH:12]=[C:11]([C:9](=[N:8][NH:7][C:5]([C:4]3[CH:25]=[CH:26][C:27]4[NH:28][C:40](=[S:41])[NH:1][C:2]=4[CH:3]=3)=[O:6])[CH3:10])[C:15]=2[OH:16])[CH:22]=[CH:21][C:20]=1[Cl:23]. (3) Given the reactants [CH3:1][O:2][C:3]1[CH:8]=[CH:7][CH:6]=[CH:5][C:4]=1[N:9]([CH2:20][C:21](O)=[O:22])[S:10]([C:13]1[C:18]([CH3:19])=[CH:17][CH:16]=[CH:15][N:14]=1)(=[O:12])=[O:11].[CH2:24]([NH:31][CH2:32][CH3:33])[C:25]1[CH:30]=[CH:29][CH:28]=[CH:27][CH:26]=1, predict the reaction product. The product is: [CH2:24]([N:31]([CH2:32][CH3:33])[C:21](=[O:22])[CH2:20][N:9]([C:4]1[CH:5]=[CH:6][CH:7]=[CH:8][C:3]=1[O:2][CH3:1])[S:10]([C:13]1[C:18]([CH3:19])=[CH:17][CH:16]=[CH:15][N:14]=1)(=[O:11])=[O:12])[C:25]1[CH:30]=[CH:29][CH:28]=[CH:27][CH:26]=1. (4) The product is: [CH2:3]([N:10]1[CH2:15][CH2:14][CH:13]([OH:16])[C:12]([CH2:18][CH3:19])([CH3:17])[CH2:11]1)[C:4]1[CH:5]=[CH:6][CH:7]=[CH:8][CH:9]=1. Given the reactants [BH4-].[Na+].[CH2:3]([N:10]1[CH2:15][CH2:14][C:13](=[O:16])[C:12]([CH2:18][CH3:19])([CH3:17])[CH2:11]1)[C:4]1[CH:9]=[CH:8][CH:7]=[CH:6][CH:5]=1, predict the reaction product. (5) Given the reactants C1[C:10]2[C:5](=C[C:7]([C:11]([O:13]C)=[O:12])=[CH:8][CH:9]=2)[CH:4]=[CH:3][C:2]=1[C:15]([O:17]C)=[O:16].C(OC)(=O)CCCCCCCCC(OC)=O.O=[Sb]O[Sb]=O.P(OC)(OC)(OC)=O, predict the reaction product. The product is: [C:15]([OH:17])(=[O:16])[CH2:2][CH2:3][CH2:4][CH2:5][CH2:10][CH2:9][CH2:8][CH2:7][C:11]([OH:13])=[O:12]. (6) Given the reactants [CH3:1][O:2][CH:3]1[O:8][CH2:7][C:6](=[O:9])[CH:5]=[CH:4]1.[Br:10]Br.C(N(CC)CC)C, predict the reaction product. The product is: [Br:10][C:5]1[C:6](=[O:9])[CH2:7][O:8][CH:3]([O:2][CH3:1])[CH:4]=1. (7) Given the reactants [CH3:1][O:2][C:3]1[CH:4]=[C:5]([C:11]([N:13]2[CH2:18][CH2:17][C:16]3([CH:27]=[C:26]([C:28]4[CH:33]=[CH:32][CH:31]=[CH:30][CH:29]=4)[C:25]4[C:20](=[CH:21][CH:22]=[CH:23][CH:24]=4)[O:19]3)[CH2:15][CH2:14]2)=[O:12])[CH:6]=[CH:7][C:8]=1[O:9][CH3:10].[H][H], predict the reaction product. The product is: [CH3:1][O:2][C:3]1[CH:4]=[C:5]([C:11]([N:13]2[CH2:18][CH2:17][C:16]3([CH2:27][CH:26]([C:28]4[CH:29]=[CH:30][CH:31]=[CH:32][CH:33]=4)[C:25]4[C:20](=[CH:21][CH:22]=[CH:23][CH:24]=4)[O:19]3)[CH2:15][CH2:14]2)=[O:12])[CH:6]=[CH:7][C:8]=1[O:9][CH3:10]. (8) The product is: [Cl:13][C:14]1[CH:18]=[C:17]([B:23]([OH:26])[OH:24])[S:16][C:15]=1[Si:19]([CH3:22])([CH3:21])[CH3:20]. Given the reactants C(NC(C)C)(C)C.C([Li])CCC.[Cl:13][C:14]1[CH:18]=[CH:17][S:16][C:15]=1[Si:19]([CH3:22])([CH3:21])[CH3:20].[B:23](OC)([O:26]C)[O:24]C, predict the reaction product. (9) Given the reactants [CH3:1][O:2][C:3]1[CH:4]=[C:5]2[C:10](=[CH:11][C:12]=1[O:13][CH3:14])[N:9]=[CH:8][CH:7]=[C:6]2[O:15][C:16]1[CH:21]=[CH:20][C:19]([NH:22][C:23](=O)[CH2:24][CH2:25][O:26][C:27]2[CH:32]=[CH:31][CH:30]=[CH:29][CH:28]=2)=[C:18]([CH3:34])[C:17]=1[CH3:35].Cl.[OH-].[Na+], predict the reaction product. The product is: [CH3:1][O:2][C:3]1[CH:4]=[C:5]2[C:10](=[CH:11][C:12]=1[O:13][CH3:14])[N:9]=[CH:8][CH:7]=[C:6]2[O:15][C:16]1[CH:21]=[CH:20][C:19]([NH:22][CH2:23][CH2:24][CH2:25][O:26][C:27]2[CH:32]=[CH:31][CH:30]=[CH:29][CH:28]=2)=[C:18]([CH3:34])[C:17]=1[CH3:35]. (10) Given the reactants C([BH-](CC)CC)C.[Na+].[CH:9]1[C:18]2[C:13](=[CH:14][CH:15]=[CH:16][CH:17]=2)[CH:12]=[CH:11][N:10]=1.[C:19]([O:23]CC)(=[O:22])[CH:20]=O.[OH-].[Na+].OO.[ClH:30], predict the reaction product. The product is: [ClH:30].[CH:9]1[C:18]2[C:13](=[CH:14][CH:15]=[CH:16][CH:17]=2)[C:12]([CH2:20][C:19]([OH:23])=[O:22])=[CH:11][N:10]=1.